Dataset: Forward reaction prediction with 1.9M reactions from USPTO patents (1976-2016). Task: Predict the product of the given reaction. (1) Given the reactants [Cl:1][C:2]1[CH:3]=[C:4]([CH:8](O)[CH:9]([CH2:15][C:16]2[CH:17]=[CH:18][C:19]3[O:23][CH2:22][C:21]([CH3:25])([CH3:24])[C:20]=3[CH:26]=2)C(OCC)=O)[CH:5]=[CH:6][CH:7]=1.[OH-:28].[Na+].C([N:32]([CH2:35]C)CC)C.C1(P(N=[N+]=[N-])(C2C=CC=CC=2)=[O:44])C=CC=CC=1, predict the reaction product. The product is: [Cl:1][C:2]1[CH:3]=[C:4]([CH:8]2[O:28][C:35](=[O:44])[NH:32][CH:9]2[CH2:15][C:16]2[CH:17]=[CH:18][C:19]3[O:23][CH2:22][C:21]([CH3:24])([CH3:25])[C:20]=3[CH:26]=2)[CH:5]=[CH:6][CH:7]=1. (2) Given the reactants C1C=CC(P(C2C=CC=CC=2)C2C=CC=CC=2)=CC=1.CC(OC(/N=N/C(OC(C)C)=O)=O)C.[I:34][C:35]1[C:39]([C:40]([O:42][CH2:43][CH3:44])=[O:41])=[C:38]([C:45]([O:47][CH2:48][CH3:49])=[O:46])[NH:37][N:36]=1.[C:50]([O:54][C:55](=[O:63])[NH:56][CH:57]([CH:60]1[CH2:62][CH2:61]1)[CH2:58]O)([CH3:53])([CH3:52])[CH3:51], predict the reaction product. The product is: [CH2:43]([O:42][C:40]([C:39]1[C:35]([I:34])=[N:36][N:37]([CH2:58][CH:57]([NH:56][C:55]([O:54][C:50]([CH3:51])([CH3:53])[CH3:52])=[O:63])[CH:60]2[CH2:61][CH2:62]2)[C:38]=1[C:45]([O:47][CH2:48][CH3:49])=[O:46])=[O:41])[CH3:44]. (3) Given the reactants [Br:1][C:2]1[CH:27]=[CH:26][C:5]([O:6][C:7]2[CH:12]=[CH:11][CH:10]=[CH:9][C:8]=2[NH:13][S:14]([C:17]2[CH:25]=[CH:24][C:20]([C:21]([OH:23])=O)=[CH:19][CH:18]=2)(=[O:16])=[O:15])=[C:4]([Cl:28])[CH:3]=1.[N:29]1([CH:35]2[CH2:40][CH2:39][N:38]([C:41]3[CH:46]=[CH:45][C:44]([NH2:47])=[CH:43][CH:42]=3)[CH2:37][CH2:36]2)[CH2:34][CH2:33][CH2:32][CH2:31][CH2:30]1, predict the reaction product. The product is: [N:29]1([CH:35]2[CH2:40][CH2:39][N:38]([C:41]3[CH:42]=[CH:43][C:44]([NH:47][C:21](=[O:23])[C:20]4[CH:24]=[CH:25][C:17]([S:14](=[O:15])(=[O:16])[NH:13][C:8]5[CH:9]=[CH:10][CH:11]=[CH:12][C:7]=5[O:6][C:5]5[CH:26]=[CH:27][C:2]([Br:1])=[CH:3][C:4]=5[Cl:28])=[CH:18][CH:19]=4)=[CH:45][CH:46]=3)[CH2:37][CH2:36]2)[CH2:30][CH2:31][CH2:32][CH2:33][CH2:34]1. (4) Given the reactants [C:1]1([CH:7]2[CH2:16][CH2:15][C:14]3[C:9](=[CH:10][CH:11]=[C:12]([OH:17])[CH:13]=3)[O:8]2)[CH:6]=[CH:5][CH:4]=[CH:3][CH:2]=1.Br[C:19]1[CH:20]=[N:21][CH:22]=[CH:23][CH:24]=1.[OH-].[K+].[I-].[K+].Cl, predict the reaction product. The product is: [C:1]1([CH:7]2[CH2:16][CH2:15][C:14]3[C:9](=[CH:10][CH:11]=[C:12]([O:17][C:19]4[CH:20]=[N:21][CH:22]=[CH:23][CH:24]=4)[CH:13]=3)[O:8]2)[CH:2]=[CH:3][CH:4]=[CH:5][CH:6]=1. (5) Given the reactants Br[C:2]1[CH:7]=[CH:6][C:5]([O:8][CH2:9][C:10]([O:12][CH2:13][CH3:14])=[O:11])=[CH:4][C:3]=1[O:15][CH2:16][C:17]([O:19][CH2:20][CH3:21])=[O:18].C(NCC)C.C1C=CC(P(C2C=CC=CC=2)C2C=CC=CC=2)=CC=1.[CH3:46][Si:47]([C:50]#[CH:51])([CH3:49])[CH3:48], predict the reaction product. The product is: [CH3:46][Si:47]([C:50]#[C:51][C:2]1[CH:7]=[CH:6][C:5]([O:8][CH2:9][C:10]([O:12][CH2:13][CH3:14])=[O:11])=[CH:4][C:3]=1[O:15][CH2:16][C:17]([O:19][CH2:20][CH3:21])=[O:18])([CH3:49])[CH3:48].